Task: Predict the reaction yield, written as a fraction of the theoretical maximum amount of product (1.0 means a 100% yield; for example, 0.34 means a 34% yield).. Dataset: Reaction yield outcomes from USPTO patents with 853,638 reactions (1) The yield is 0.960. The catalyst is C1COCC1.CCOC(C)=O. The reactants are [CH3:1][Mg]Br.CON(C)[C:7](=[O:14])[CH2:8][CH2:9][CH2:10][CH2:11][CH:12]=[CH2:13].[NH4+].[Cl-]. The product is [CH3:1][C:7](=[O:14])[CH2:8][CH2:9][CH2:10][CH2:11][CH:12]=[CH2:13]. (2) The reactants are COC(=O)[NH:4][CH2:5][C@H:6]([CH2:11][C:12](=[O:14])N)[CH2:7][CH:8]([CH3:10])[CH3:9].[OH-:16].[Na+]. The catalyst is Cl. The product is [CH3:9][CH:8]([CH2:7][C@H:6]([CH2:5][NH2:4])[CH2:11][C:12]([OH:14])=[O:16])[CH3:10]. The yield is 0.215. (3) The product is [C:12]([N:15]1[C:28]2[C:23](=[CH:24][C:25]([Cl:29])=[CH:26][CH:27]=2)[C:17]2([CH2:22][CH2:21][N:20]([CH2:8]/[CH:7]=[CH:6]/[C:5]3[CH:10]=[CH:11][C:2]([Cl:1])=[CH:3][CH:4]=3)[CH2:19][CH2:18]2)[CH2:16]1)(=[O:14])[CH3:13]. The catalyst is C(Cl)(Cl)Cl. The yield is 0.680. The reactants are [Cl:1][C:2]1[CH:11]=[CH:10][C:5]([CH:6]=[CH:7][CH2:8]Cl)=[CH:4][CH:3]=1.[C:12]([N:15]1[C:28]2[C:23](=[CH:24][C:25]([Cl:29])=[CH:26][CH:27]=2)[C:17]2([CH2:22][CH2:21][NH:20][CH2:19][CH2:18]2)[CH2:16]1)(=[O:14])[CH3:13].C(N(C(C)C)CC)(C)C.C(OCC)(=O)C.CCCCCC.C(N(CC)CC)C. (4) The reactants are [NH2:1][C@@H:2]([C:5]1[CH:10]=[CH:9][C:8]([C:11]([F:14])([F:13])[F:12])=[CH:7][CH:6]=1)[CH2:3][OH:4].C([O-])([O-])=O.[K+].[K+].[Br:21][C:22]1[CH:23]=[C:24]([CH:29]=[CH:30][C:31]=1[CH2:32]Br)[C:25]([O:27][CH3:28])=[O:26]. The catalyst is CC#N. The product is [Br:21][C:22]1[CH:23]=[C:24]([CH:29]=[CH:30][C:31]=1[CH2:32][NH:1][C@@H:2]([C:5]1[CH:6]=[CH:7][C:8]([C:11]([F:12])([F:13])[F:14])=[CH:9][CH:10]=1)[CH2:3][OH:4])[C:25]([O:27][CH3:28])=[O:26]. The yield is 0.740. (5) The reactants are C([NH:5][S:6]([C:9]1[CH:14]=[CH:13][CH:12]=[C:11]([C:15]2[CH:20]=[CH:19][CH:18]=[C:17]([C:21]3[N:26]=[C:25]([C:27]([F:30])([F:29])[F:28])[CH:24]=[C:23]([C:31]4[CH:36]=[CH:35][C:34]([C:37]([F:40])([F:39])[F:38])=[CH:33][CH:32]=4)[N:22]=3)[N:16]=2)[CH:10]=1)(=[O:8])=[O:7])(C)(C)C.C(O)(C(F)(F)F)=O. No catalyst specified. The product is [F:30][C:27]([F:28])([F:29])[C:25]1[CH:24]=[C:23]([C:31]2[CH:32]=[CH:33][C:34]([C:37]([F:40])([F:39])[F:38])=[CH:35][CH:36]=2)[N:22]=[C:21]([C:17]2[N:16]=[C:15]([C:11]3[CH:10]=[C:9]([S:6]([NH2:5])(=[O:8])=[O:7])[CH:14]=[CH:13][CH:12]=3)[CH:20]=[CH:19][CH:18]=2)[N:26]=1. The yield is 0.810. (6) The reactants are [Cl:1][C:2]1[N:3]=[C:4]([C:7]([OH:9])=O)[NH:5][N:6]=1.CN(C(ON1N=NC2C=CC=NC1=2)=[N+](C)C)C.F[P-](F)(F)(F)(F)F.C([O:36][C:37](=[O:64])[C@H:38]([CH2:62][OH:63])[CH2:39][C@H:40]([NH:54]C(OC(C)(C)C)=O)[CH2:41][C:42]1[CH:47]=[CH:46][C:45]([C:48]2[CH:53]=[CH:52][CH:51]=[CH:50][CH:49]=2)=[CH:44][CH:43]=1)C.Cl.O1CCOCC1. The catalyst is CN(C=O)C.CC#N. The product is [C:45]1([C:48]2[CH:49]=[CH:50][CH:51]=[CH:52][CH:53]=2)[CH:44]=[CH:43][C:42]([CH2:41][C@@H:40]([NH:54][C:7]([C:4]2[NH:5][N:6]=[C:2]([Cl:1])[N:3]=2)=[O:9])[CH2:39][C@@H:38]([CH2:62][OH:63])[C:37]([OH:64])=[O:36])=[CH:47][CH:46]=1. The yield is 0.950. (7) The reactants are Br[C:2]1[CH:32]=[CH:31][C:5]2[NH:6][C:7]([CH2:9][CH:10]3[CH2:15][CH2:14][CH2:13][CH2:12][N:11]3[C:16]([C:18]3[N:19]=[C:20]([CH3:30])[S:21][C:22]=3[C:23]3[CH:28]=[CH:27][C:26]([F:29])=[CH:25][CH:24]=3)=[O:17])=[N:8][C:4]=2[CH:3]=1.[Cu][C:34]#[N:35]. The catalyst is CN1CCCC1=O.O.C(OCC)(=O)C. The product is [F:29][C:26]1[CH:25]=[CH:24][C:23]([C:22]2[S:21][C:20]([CH3:30])=[N:19][C:18]=2[C:16]([N:11]2[CH2:12][CH2:13][CH2:14][CH2:15][CH:10]2[CH2:9][C:7]2[NH:6][C:5]3[CH:31]=[CH:32][C:2]([C:34]#[N:35])=[CH:3][C:4]=3[N:8]=2)=[O:17])=[CH:28][CH:27]=1. The yield is 0.0100. (8) The reactants are Cl[C:2]1[C:9]([N+:10]([O-:12])=[O:11])=[CH:8][CH:7]=[C:6]([Cl:13])[C:3]=1[C:4]#[N:5].[NH3:14]. The catalyst is CCO. The product is [NH2:14][C:2]1[C:9]([N+:10]([O-:12])=[O:11])=[CH:8][CH:7]=[C:6]([Cl:13])[C:3]=1[C:4]#[N:5]. The yield is 0.680. (9) The reactants are [O:1]1[CH2:6][CH2:5][N:4]([CH2:7][CH2:8][O:9][C:10]2[CH:15]=[CH:14][C:13]([C:16]3[CH:17]=[CH:18][C:19]([CH2:22][C:23]#N)=[N:20][CH:21]=3)=[CH:12][CH:11]=2)[CH2:3][CH2:2]1.OS(O)(=O)=O.[O-:30]S([O-])(=O)=O.[Mg+2].[C:36]([O-])([O-])=[O:37].[K+].[K+]. The catalyst is O.C(Cl)Cl.CO. The product is [O:1]1[CH2:6][CH2:5][N:4]([CH2:7][CH2:8][O:9][C:10]2[CH:15]=[CH:14][C:13]([C:16]3[CH:17]=[CH:18][C:19]([CH2:22][C:23]([O:37][CH3:36])=[O:30])=[N:20][CH:21]=3)=[CH:12][CH:11]=2)[CH2:3][CH2:2]1. The yield is 0.820.